This data is from Catalyst prediction with 721,799 reactions and 888 catalyst types from USPTO. The task is: Predict which catalyst facilitates the given reaction. Reactant: [N:1]([CH:4]([C:12]1[CH:17]=[CH:16][C:15]([O:18][C:19]([F:22])([F:21])[F:20])=[CH:14][CH:13]=1)[CH2:5][CH:6]1[CH2:11][CH2:10][O:9][CH2:8][CH2:7]1)=[N+]=[N-]. Product: [O:9]1[CH2:10][CH2:11][CH:6]([CH2:5][CH:4]([C:12]2[CH:17]=[CH:16][C:15]([O:18][C:19]([F:20])([F:21])[F:22])=[CH:14][CH:13]=2)[NH2:1])[CH2:7][CH2:8]1. The catalyst class is: 178.